From a dataset of Reaction yield outcomes from USPTO patents with 853,638 reactions. Predict the reaction yield, written as a fraction of the theoretical maximum amount of product (1.0 means a 100% yield; for example, 0.34 means a 34% yield). The reactants are [O:1]=[C:2]1[CH:6]=[C:5]([C@H:7]2[CH2:12][CH2:11][N:10](C(OC)=O)[C@H:9]([C:17]3[CH:22]=[C:21]([F:23])[C:20]([F:24])=[CH:19][C:18]=3[F:25])[CH2:8]2)[O:4][NH:3]1.Br. No catalyst specified. The product is [F:25][C:18]1[CH:19]=[C:20]([F:24])[C:21]([F:23])=[CH:22][C:17]=1[C@@H:9]1[CH2:8][C@@H:7]([C:5]2[O:4][NH:3][C:2](=[O:1])[CH:6]=2)[CH2:12][CH2:11][NH:10]1. The yield is 0.810.